This data is from Catalyst prediction with 721,799 reactions and 888 catalyst types from USPTO. The task is: Predict which catalyst facilitates the given reaction. (1) Reactant: [CH2:1]([N:8]([C:18]1[CH:19]=[C:20]2[C:25](=[CH:26][CH:27]=1)[C:24](=[O:28])[NH:23][CH2:22][CH2:21]2)[S:9]([C:12]1[CH:16]=[CH:15][N:14]([CH3:17])[N:13]=1)(=[O:11])=[O:10])[C:2]1[CH:7]=[CH:6][CH:5]=[CH:4][CH:3]=1.[H-].[Na+].I[CH2:32][CH3:33]. Product: [CH2:1]([N:8]([C:18]1[CH:19]=[C:20]2[C:25](=[CH:26][CH:27]=1)[C:24](=[O:28])[N:23]([CH2:32][CH3:33])[CH2:22][CH2:21]2)[S:9]([C:12]1[CH:16]=[CH:15][N:14]([CH3:17])[N:13]=1)(=[O:11])=[O:10])[C:2]1[CH:7]=[CH:6][CH:5]=[CH:4][CH:3]=1. The catalyst class is: 1. (2) Reactant: [Cl:1][C:2]1[C:11]([S:12](Cl)(=[O:14])=[O:13])=[CH:10][CH:9]=[CH:8][C:3]=1[C:4]([O:6][CH3:7])=[O:5].C([O-])([O-])=O.[K+].[K+].[CH3:22][NH2:23].C1COCC1. Product: [Cl:1][C:2]1[C:11]([S:12]([NH:23][CH3:22])(=[O:14])=[O:13])=[CH:10][CH:9]=[CH:8][C:3]=1[C:4]([O:6][CH3:7])=[O:5]. The catalyst class is: 48.